Regression/Classification. Given a drug SMILES string, predict its toxicity properties. Task type varies by dataset: regression for continuous values (e.g., LD50, hERG inhibition percentage) or binary classification for toxic/non-toxic outcomes (e.g., AMES mutagenicity, cardiotoxicity, hepatotoxicity). Dataset: carcinogens_lagunin. From a dataset of Carcinogenicity classification data from Lagunin et al.. The result is 0 (non-carcinogenic). The molecule is CC(C)[C@@]1(NC(=O)[C@@H]2C[C@@H]3c4cccc5[nH]cc(c45)C[C@H]3N(C)C2)O[C@@]2(O)[C@@H]3CCCN3C(=O)[C@H](Cc3ccccc3)N2C1=O.